Dataset: Forward reaction prediction with 1.9M reactions from USPTO patents (1976-2016). Task: Predict the product of the given reaction. (1) Given the reactants [OH-].[K+].O.NN.[CH3:6][O:7][C:8]1([O:28][CH3:29])[CH2:25][CH2:24][C:23]2[C@@H:22]3[C@H:13]([C@H:14]4[C@@:18]([CH2:20][CH2:21]3)([CH3:19])[C:17](=O)[CH2:16][CH2:15]4)[C@H:12]([CH3:27])[CH2:11][C:10]=2[CH2:9]1, predict the reaction product. The product is: [CH3:29][O:28][C:8]1([O:7][CH3:6])[CH2:25][CH2:24][C:23]2[C@@H:22]3[C@H:13]([C@H:14]4[C@@:18]([CH2:20][CH2:21]3)([CH3:19])[CH2:17][CH2:16][CH2:15]4)[C@H:12]([CH3:27])[CH2:11][C:10]=2[CH2:9]1. (2) The product is: [F:19][C:3]1[CH:4]=[C:5]([NH:8][C:9]([NH:11][C:12]2[CH:17]=[CH:16][CH:15]=[CH:14][C:13]=2[CH3:18])=[O:10])[CH:6]=[CH:7][C:2]=1[C:27]1[C:22]([O:21][CH3:20])=[N:23][CH:24]=[CH:25][CH:26]=1. Given the reactants Br[C:2]1[CH:7]=[CH:6][C:5]([NH:8][C:9]([NH:11][C:12]2[CH:17]=[CH:16][CH:15]=[CH:14][C:13]=2[CH3:18])=[O:10])=[CH:4][C:3]=1[F:19].[CH3:20][O:21][C:22]1[C:27](B(O)O)=[CH:26][CH:25]=[CH:24][N:23]=1, predict the reaction product.